This data is from Reaction yield outcomes from USPTO patents with 853,638 reactions. The task is: Predict the reaction yield, written as a fraction of the theoretical maximum amount of product (1.0 means a 100% yield; for example, 0.34 means a 34% yield). (1) The reactants are [Cl:1][C:2]1[N:7]=[CH:6][C:5]([NH2:8])=[CH:4][CH:3]=1.CCN(CC)CC.[CH3:16][C:17]([O:20][C:21](O[C:21]([O:20][C:17]([CH3:19])([CH3:18])[CH3:16])=[O:22])=[O:22])([CH3:19])[CH3:18]. The catalyst is CN(C1C=CN=CC=1)C.C(Cl)Cl. The product is [Cl:1][C:2]1[N:7]=[CH:6][C:5]([NH:8][C:21](=[O:22])[O:20][C:17]([CH3:19])([CH3:18])[CH3:16])=[CH:4][CH:3]=1. The yield is 0.940. (2) The reactants are [Cl:1][C:2]1[CH:7]=[C:6]([Cl:8])[CH:5]=[CH:4][C:3]=1[C:9]1[N:10]=[C:11](/[CH:14]=[CH:15]/[C:16]2[CH:21]=[CH:20][C:19]([O:22][CH3:23])=[CH:18][CH:17]=2)[NH:12][CH:13]=1.[CH2:24](Br)[CH:25]([CH3:27])[CH3:26]. No catalyst specified. The product is [Cl:1][C:2]1[CH:7]=[C:6]([Cl:8])[CH:5]=[CH:4][C:3]=1[C:9]1[N:10]=[C:11](/[CH:14]=[CH:15]/[C:16]2[CH:17]=[CH:18][C:19]([O:22][CH3:23])=[CH:20][CH:21]=2)[N:12]([CH2:24][CH:25]([CH3:27])[CH3:26])[CH:13]=1. The yield is 0.720.